From a dataset of Reaction yield outcomes from USPTO patents with 853,638 reactions. Predict the reaction yield, written as a fraction of the theoretical maximum amount of product (1.0 means a 100% yield; for example, 0.34 means a 34% yield). (1) The product is [Cl-:1].[S:11]1[CH:15]=[CH:14][C:13]2[CH:16]=[CH:17][CH:18]=[C:19]([CH:20]([NH:32][C:33]3[CH:38]=[CH:37][CH:36]=[CH:35][CH:34]=3)[C:21]([O:23][C@@H:24]3[CH:29]4[CH2:28][CH2:27][N+:26]([CH2:2][C:3](=[O:4])[C:5]5[CH:10]=[CH:9][CH:8]=[CH:7][CH:6]=5)([CH2:31][CH2:30]4)[CH2:25]3)=[O:22])[C:12]1=2. The catalyst is CCOC(C)=O. The reactants are [Cl:1][CH2:2][C:3]([C:5]1[CH:10]=[CH:9][CH:8]=[CH:7][CH:6]=1)=[O:4].[S:11]1[CH:15]=[CH:14][C:13]2[CH:16]=[CH:17][CH:18]=[C:19]([CH:20]([NH:32][C:33]3[CH:38]=[CH:37][CH:36]=[CH:35][CH:34]=3)[C:21]([O:23][C@@H:24]3[CH:29]4[CH2:30][CH2:31][N:26]([CH2:27][CH2:28]4)[CH2:25]3)=[O:22])[C:12]1=2. The yield is 0.212. (2) The reactants are [F:1][C:2]([F:12])([F:11])[C:3]1[CH:9]=[C:8]([Br:10])[CH:7]=[CH:6][C:4]=1[NH2:5].[C:13](OC(=O)C)(=[O:15])[CH3:14]. The yield is 0.900. The product is [Br:10][C:8]1[CH:7]=[CH:6][C:4]([NH:5][C:13](=[O:15])[CH3:14])=[C:3]([C:2]([F:1])([F:11])[F:12])[CH:9]=1. The catalyst is O1CCCC1. (3) The reactants are F[C:2]1[CH:7]=[CH:6][CH:5]=[CH:4][C:3]=1[N+:8]([O-])=O.[NH2:11][C@H:12]([C:20](O)=[O:21])[CH2:13][C:14]1[CH:19]=[CH:18][CH:17]=[CH:16][CH:15]=1.C(=O)(O)[O-].[Na+]. The catalyst is C(O)C.O. The product is [CH2:13]([C@@H:12]1[NH:11][C:2]2[C:3](=[CH:4][CH:5]=[CH:6][CH:7]=2)[NH:8][C:20]1=[O:21])[C:14]1[CH:19]=[CH:18][CH:17]=[CH:16][CH:15]=1. The yield is 0.530.